This data is from Forward reaction prediction with 1.9M reactions from USPTO patents (1976-2016). The task is: Predict the product of the given reaction. (1) Given the reactants [OH:1][C:2]1[C:3]([C:12]([OH:14])=O)=[CH:4][CH:5]=[C:6]2C=1N=C[CH:8]=[CH:7]2.CC(N)C[CH2:18][C:19]1[CH:24]=[CH:23][CH:22]=[CH:21][CH:20]=1.O[N:27]1C2C=CC=CC=2N=N1.Cl.[CH3:37][N:38]([CH3:47])[CH2:39][CH2:40][CH2:41]N=C=NCC.C(N(CC)CC)C, predict the reaction product. The product is: [CH3:47][N:38]1[C:37]2[C:6](=[CH:5][CH:4]=[C:3]([C:12]([NH2:27])=[O:14])[C:2]=2[OH:1])[CH:7]=[CH:8][CH:39]1[CH2:40][CH2:41][CH2:18][C:19]1[CH:20]=[CH:21][CH:22]=[CH:23][CH:24]=1. (2) Given the reactants [C:1]([O:5][C:6]([N:8]1[CH2:12][C@@H:11]([CH:13]=O)[C@H:10]([C:15]([CH3:23])([CH3:22])[O:16][SiH2:17][C:18]([CH3:21])([CH3:20])[CH3:19])[CH2:9]1)=[O:7])([CH3:4])([CH3:3])[CH3:2].[CH:24]([NH2:27])([CH3:26])[CH3:25].[BH-](OC(C)=O)(OC(C)=O)OC(C)=O.[Na+], predict the reaction product. The product is: [C:1]([O:5][C:6]([N:8]1[CH2:12][C@@H:11]([CH2:13][NH:27][CH:24]([CH3:26])[CH3:25])[C@H:10]([C:15]([CH3:23])([CH3:22])[O:16][SiH2:17][C:18]([CH3:20])([CH3:19])[CH3:21])[CH2:9]1)=[O:7])([CH3:4])([CH3:3])[CH3:2]. (3) Given the reactants [F:1][C:2]1[CH:3]=[C:4]([C:8]2[C:17]3[C:12](=[CH:13][CH:14]=[CH:15][CH:16]=3)[C:11]([CH3:18])=[N:10][C:9]=2[C:19](=O)[CH3:20])[CH:5]=[CH:6][CH:7]=1.C([O-])(=O)C.[NH4+].C([BH3-])#[N:28].[Na+], predict the reaction product. The product is: [F:1][C:2]1[CH:3]=[C:4]([C:8]2[C:17]3[C:12](=[CH:13][CH:14]=[CH:15][CH:16]=3)[C:11]([CH3:18])=[N:10][C:9]=2[CH:19]([NH2:28])[CH3:20])[CH:5]=[CH:6][CH:7]=1.